Regression/Classification. Given a drug SMILES string, predict its absorption, distribution, metabolism, or excretion properties. Task type varies by dataset: regression for continuous measurements (e.g., permeability, clearance, half-life) or binary classification for categorical outcomes (e.g., BBB penetration, CYP inhibition). Dataset: cyp2c9_veith. From a dataset of CYP2C9 inhibition data for predicting drug metabolism from PubChem BioAssay. (1) The molecule is C[C@@H]([C@H](O)c1ccc(O)cc1)N1CCC(Cc2ccccc2)CC1. The result is 0 (non-inhibitor). (2) The drug is Clc1ccc(-c2nc3ncccn3c2Nc2ccc3c(c2)OCCO3)cc1. The result is 1 (inhibitor). (3) The drug is S=c1nc(-c2ccccc2)[nH]n1-c1ccccc1. The result is 1 (inhibitor). (4) The drug is CCOC(=O)CN1C(=O)C(Sc2n[nH]c(-c3ccc(C)cc3)n2)CCc2ccccc21. The result is 1 (inhibitor). (5) The compound is CNC(=S)NNC(=O)COc1ccccc1C. The result is 0 (non-inhibitor). (6) The drug is NCC(=O)NC1(C(=O)O)CCCC1. The result is 0 (non-inhibitor). (7) The molecule is CC(=O)NCCNc1nc(-c2cccnc2)nc2ccccc12. The result is 0 (non-inhibitor). (8) The drug is CN1CCC2(CC1)CCN(S(=O)(=O)c1ccccc1)CC2. The result is 0 (non-inhibitor). (9) The drug is COc1ccc(S(=O)(=O)N2CCN(CC(=O)Nc3cc(C(F)(F)F)ccc3Cl)CC2)cc1. The result is 0 (non-inhibitor). (10) The molecule is COc1ccc(/C(O)=C2/C(=O)C(=O)N(CCN3CCOCC3)C2c2ccc(C)cc2)cc1. The result is 0 (non-inhibitor).